Predict which catalyst facilitates the given reaction. From a dataset of Catalyst prediction with 721,799 reactions and 888 catalyst types from USPTO. (1) Reactant: [CH2:1]([C:3]1[C:10]([B:11]2[O:15][C:14]([CH3:17])([CH3:16])[C:13]([CH3:19])([CH3:18])[O:12]2)=[CH:9][CH:8]=[CH:7][C:4]=1C=O)[CH3:2].[Cl-].COC[P+](C1C=CC=CC=1)(C1C=CC=CC=1)C1C=CC=CC=1.CC(C)([O-])C.[K+].[C:49]([O:52][CH2:53]C)(=O)[CH3:50]. Product: [CH2:1]([C:3]1[C:4]([CH:50]=[CH:49][O:52][CH3:53])=[CH:7][CH:8]=[CH:9][C:10]=1[B:11]1[O:12][C:13]([CH3:19])([CH3:18])[C:14]([CH3:17])([CH3:16])[O:15]1)[CH3:2]. The catalyst class is: 6. (2) Reactant: [CH2:1]([C:3]1[N:7]([C:8]2[N:16]=[C:15]3[C:11]([N:12]=[C:13]([CH:18]=O)[N:14]3[CH3:17])=[C:10]([N:20]3[CH2:25][CH2:24][O:23][CH2:22][CH2:21]3)[N:9]=2)[C:6]2[CH:26]=[CH:27][CH:28]=[CH:29][C:5]=2[N:4]=1)[CH3:2].[CH3:30][S:31]([N:34]1[CH2:39][CH2:38][NH:37][C:36]([CH3:41])([CH3:40])[CH2:35]1)(=[O:33])=[O:32].C(O[BH-](OC(=O)C)OC(=O)C)(=O)C.[Na+]. Product: [CH3:40][C:36]1([CH3:41])[CH2:35][N:34]([S:31]([CH3:30])(=[O:33])=[O:32])[CH2:39][CH2:38][N:37]1[CH2:18][C:13]1[N:14]([CH3:17])[C:15]2[C:11]([N:12]=1)=[C:10]([N:20]1[CH2:21][CH2:22][O:23][CH2:24][CH2:25]1)[N:9]=[C:8]([N:7]1[C:6]3[CH:26]=[CH:27][CH:28]=[CH:29][C:5]=3[N:4]=[C:3]1[CH2:1][CH3:2])[N:16]=2. The catalyst class is: 26. (3) Reactant: [OH-].[Na+].C[O:4][C:5](=[O:37])[CH2:6][CH2:7][C:8]1[CH:13]=[CH:12][C:11]([O:14][CH2:15][CH2:16][CH:17]([O:19][C:20]2[CH:25]=[CH:24][C:23]([C:26]([F:29])([F:28])[F:27])=[CH:22][C:21]=2[C:30]2[CH:35]=[CH:34][CH:33]=[CH:32][N:31]=2)[CH3:18])=[CH:10][C:9]=1[CH3:36].Cl. Product: [CH3:36][C:9]1[CH:10]=[C:11]([O:14][CH2:15][CH2:16][CH:17]([O:19][C:20]2[CH:25]=[CH:24][C:23]([C:26]([F:27])([F:28])[F:29])=[CH:22][C:21]=2[C:30]2[CH:35]=[CH:34][CH:33]=[CH:32][N:31]=2)[CH3:18])[CH:12]=[CH:13][C:8]=1[CH2:7][CH2:6][C:5]([OH:37])=[O:4]. The catalyst class is: 5. (4) Reactant: [Cl:1][C:2]1[N:11]=[C:10](Cl)[C:9]2[C:4](=[CH:5][CH:6]=[CH:7][CH:8]=2)[N:3]=1.C(N(CC)C(C)C)(C)C.[NH2:22][CH2:23][C:24]([C:32]1[CH:37]=[CH:36][CH:35]=[CH:34][CH:33]=1)([C:26]1[CH:31]=[CH:30][CH:29]=[CH:28][CH:27]=1)[OH:25]. Product: [Cl:1][C:2]1[N:11]=[CH:10][C:9]2[C:4](=[CH:5][CH:6]=[CH:7][C:8]=2[NH:22][CH2:23][C:24]([C:32]2[CH:37]=[CH:36][CH:35]=[CH:34][CH:33]=2)([C:26]2[CH:31]=[CH:30][CH:29]=[CH:28][CH:27]=2)[OH:25])[N:3]=1. The catalyst class is: 20. (5) Reactant: [CH3:1][C@H:2]1[CH2:7][C:6](=[O:8])[CH2:5][C@@H:4]([CH3:9])[NH:3]1.C(N(CC)CC)C.[Cl:17][C:18]1[CH:23]=[CH:22][C:21]([S:24](Cl)(=[O:26])=[O:25])=[CH:20][CH:19]=1.O. Product: [Cl:17][C:18]1[CH:23]=[CH:22][C:21]([S:24]([N:3]2[C@H:4]([CH3:9])[CH2:5][C:6](=[O:8])[CH2:7][C@@H:2]2[CH3:1])(=[O:26])=[O:25])=[CH:20][CH:19]=1. The catalyst class is: 2. (6) Reactant: [Cl:1][C:2]1[C:7]([NH:8][C:9]2[C:18]3[C:13](=[CH:14][C:15]([OH:26])=[CH:16][C:17]=3[O:19][CH:20]3[CH2:25][CH2:24][NH:23][CH2:22][CH2:21]3)[N:12]=[CH:11][N:10]=2)=[C:6]2[O:27][CH2:28][O:29][C:5]2=[CH:4][CH:3]=1.[C:30](OC([O-])=O)([O:32][C:33]([CH3:36])([CH3:35])[CH3:34])=[O:31]. Product: [C:33]([O:32][C:30]([N:23]1[CH2:22][CH2:21][CH:20]([O:19][C:17]2[CH:16]=[C:15]([OH:26])[CH:14]=[C:13]3[C:18]=2[C:9]([NH:8][C:7]2[C:2]([Cl:1])=[CH:3][CH:4]=[C:5]4[O:29][CH2:28][O:27][C:6]=24)=[N:10][CH:11]=[N:12]3)[CH2:25][CH2:24]1)=[O:31])([CH3:36])([CH3:35])[CH3:34]. The catalyst class is: 3. (7) Reactant: [CH2:1]([N:3]1[C:7]([S:8][C:9]2[CH:10]=[C:11]([C:17]#[N:18])[CH:12]=[C:13]([CH:16]=2)[C:14]#[N:15])=[C:6]([CH2:19][CH3:20])[N:5]=[C:4]1[CH2:21]O)[CH3:2].C1(P(C2C=CC=CC=2)C2C=CC=CC=2)C=CC=CC=1.[C:42]1(=[O:52])[NH:46][C:45](=[O:47])[C:44]2=[CH:48][CH:49]=[CH:50][CH:51]=[C:43]12.N(C(OC(C)C)=O)=NC(OC(C)C)=O. Product: [O:47]=[C:45]1[C:44]2[C:43](=[CH:51][CH:50]=[CH:49][CH:48]=2)[C:42](=[O:52])[N:46]1[CH2:21][C:4]1[N:3]([CH2:1][CH3:2])[C:7]([S:8][C:9]2[CH:16]=[C:13]([C:14]#[N:15])[CH:12]=[C:11]([CH:10]=2)[C:17]#[N:18])=[C:6]([CH2:19][CH3:20])[N:5]=1. The catalyst class is: 54. (8) The catalyst class is: 537. Reactant: [CH2:1]([N:7]1[CH2:12][CH:11]2[CH:9]([C:10]2([C:14]2[CH:15]=[C:16]([NH2:20])[CH:17]=[CH:18][CH:19]=2)[CH3:13])[CH2:8]1)[CH2:2][CH2:3][CH2:4][CH2:5][CH3:6].[F:21][C:22]([F:28])([F:27])[S:23](Cl)(=[O:25])=[O:24]. Product: [F:21][C:22]([F:28])([F:27])[S:23]([NH:20][C:16]1[CH:17]=[CH:18][CH:19]=[C:14]([C:10]2([CH3:13])[CH:11]3[CH:9]2[CH2:8][N:7]([CH2:1][CH2:2][CH2:3][CH2:4][CH2:5][CH3:6])[CH2:12]3)[CH:15]=1)(=[O:25])=[O:24]. (9) Reactant: [CH3:1][C:2]1([CH2:21][CH2:22][CH:23]=O)[CH2:11][CH2:10][C:9]2[C:4](=[C:5]([CH3:20])[C:6]([CH3:19])=[C:7]([O:12][CH:13]3[CH2:18][CH2:17][CH2:16][CH2:15][O:14]3)[CH:8]=2)[O:3]1.[S:25]1[CH2:29][C:28](=[O:30])[NH:27][C:26]1=[O:31].N1CCCCC1.C(O)(=O)C1C=CC=CC=1. Product: [CH3:1][C:2]1([CH2:21][CH2:22][CH:23]=[C:29]2[S:25][C:26](=[O:31])[NH:27][C:28]2=[O:30])[CH2:11][CH2:10][C:9]2[C:4](=[C:5]([CH3:20])[C:6]([CH3:19])=[C:7]([O:12][CH:13]3[CH2:18][CH2:17][CH2:16][CH2:15][O:14]3)[CH:8]=2)[O:3]1. The catalyst class is: 11. (10) Reactant: O.Cl.[NH2:3][C@H:4]([C:7]([OH:9])=[O:8])[CH2:5][SH:6].CCO.[CH:13](=O)[C:14]1[CH:19]=[CH:18][CH:17]=[CH:16][CH:15]=1.O.CCO. Product: [C:14]1([C@@H:13]2[NH:3][CH:4]([C:7]([OH:9])=[O:8])[CH2:5][S:6]2)[CH:19]=[CH:18][CH:17]=[CH:16][CH:15]=1. The catalyst class is: 6.